This data is from Forward reaction prediction with 1.9M reactions from USPTO patents (1976-2016). The task is: Predict the product of the given reaction. (1) Given the reactants [CH2:1]([N:8]1[C:18]2[C:13](=[CH:14][C:15]([CH3:19])=[CH:16][CH:17]=2)[C:11](=O)[C:9]1=[O:10])[C:2]1[CH:7]=[CH:6][CH:5]=[CH:4][CH:3]=1.O.NN, predict the reaction product. The product is: [CH2:1]([N:8]1[C:18]2[C:13](=[CH:14][C:15]([CH3:19])=[CH:16][CH:17]=2)[CH2:11][C:9]1=[O:10])[C:2]1[CH:7]=[CH:6][CH:5]=[CH:4][CH:3]=1. (2) Given the reactants [Cl:1][C:2]1[N:3]=[C:4]([N:13]2[CH2:18][CH2:17][O:16][CH2:15][CH2:14]2)[C:5]2[CH:10]=[C:9]([CH:11]=O)[S:8][C:6]=2[N:7]=1.[CH3:19][O:20][CH2:21][CH2:22][N:23]([CH3:30])[CH:24]1[CH2:29][CH2:28][NH:27][CH2:26][CH2:25]1, predict the reaction product. The product is: [Cl:1][C:2]1[N:3]=[C:4]([N:13]2[CH2:18][CH2:17][O:16][CH2:15][CH2:14]2)[C:5]2[CH:10]=[C:9]([CH2:11][N:27]3[CH2:28][CH2:29][CH:24]([N:23]([CH2:22][CH2:21][O:20][CH3:19])[CH3:30])[CH2:25][CH2:26]3)[S:8][C:6]=2[N:7]=1. (3) Given the reactants [OH:1][CH2:2][CH2:3][CH2:4][CH2:5][NH:6][C:7]1[C:16]([N+:17]([O-])=O)=[CH:15][CH:14]=[CH:13][C:8]=1[C:9]([O:11][CH3:12])=[O:10], predict the reaction product. The product is: [NH2:17][C:16]1[C:7]([NH:6][CH2:5][CH2:4][CH2:3][CH2:2][OH:1])=[C:8]([CH:13]=[CH:14][CH:15]=1)[C:9]([O:11][CH3:12])=[O:10].